From a dataset of Acute oral toxicity (LD50) regression data from Zhu et al.. Regression/Classification. Given a drug SMILES string, predict its toxicity properties. Task type varies by dataset: regression for continuous values (e.g., LD50, hERG inhibition percentage) or binary classification for toxic/non-toxic outcomes (e.g., AMES mutagenicity, cardiotoxicity, hepatotoxicity). Dataset: ld50_zhu. The compound is Cc1ccc(=O)n(-c2ccccc2)c1. The rat oral LD50 is 2.15, given as -log10 of the dose in mol/kg body weight (higher means more acutely toxic).